The task is: Predict the reactants needed to synthesize the given product.. This data is from Full USPTO retrosynthesis dataset with 1.9M reactions from patents (1976-2016). The reactants are: [Cl:1][C:2]1[N:3](CC2C=CC(OC)=CC=2)[CH:4]=[C:5]2[N:10]3[C@H:11]4[CH2:16][CH2:15][CH2:14][C@H:12]4[N:13]=[C:9]3[N:8]([CH3:17])[C:7](=[O:18])[C:6]=12.C(O)(C(F)(F)F)=O.FC(F)(F)S(O)(=O)=O. Given the product [Cl:1][C:2]1[NH:3][CH:4]=[C:5]2[N:10]3[C@H:11]4[CH2:16][CH2:15][CH2:14][C@H:12]4[N:13]=[C:9]3[N:8]([CH3:17])[C:7](=[O:18])[C:6]=12, predict the reactants needed to synthesize it.